The task is: Predict which catalyst facilitates the given reaction.. This data is from Catalyst prediction with 721,799 reactions and 888 catalyst types from USPTO. (1) Reactant: C(OC(=O)[NH:7][C:8]1[CH:13]=[CH:12][CH:11]=[CH:10][C:9]=1[NH:14][C:15](=[O:32])/[CH:16]=[CH:17]/[CH2:18][CH2:19][CH2:20][N:21]1[C:29](=[O:30])[C:28]2[C:23](=[CH:24][CH:25]=[CH:26][CH:27]=2)[C:22]1=[O:31])(C)(C)C.Cl.C([O-])([O-])=O.[K+].[K+]. Product: [NH2:7][C:8]1[CH:13]=[CH:12][CH:11]=[CH:10][C:9]=1[NH:14][C:15](=[O:32])/[CH:16]=[CH:17]/[CH2:18][CH2:19][CH2:20][N:21]1[C:29](=[O:30])[C:28]2[C:23](=[CH:24][CH:25]=[CH:26][CH:27]=2)[C:22]1=[O:31]. The catalyst class is: 41. (2) Reactant: [CH3:1][O:2][C:3]1[CH:4]=[C:5]2[O:9][C:8]([C:10]3[N:11]=[C:12]4[N:16]([CH:17]=3)[N:15]=[C:14]([O:18][CH3:19])[S:13]4)=[CH:7][C:6]2=[C:20]([OH:22])[CH:21]=1.[CH2:23](O)[C:24]#[CH:25].C(P(CCCC)CCCC)CCC.N(C(N1CCCCC1)=O)=NC(N1CCCCC1)=O. Product: [CH3:19][O:18][C:14]1[S:13][C:12]2=[N:11][C:10]([C:8]3[O:9][C:5]4[CH:4]=[C:3]([O:2][CH3:1])[CH:21]=[C:20]([O:22][CH2:25][C:24]#[CH:23])[C:6]=4[CH:7]=3)=[CH:17][N:16]2[N:15]=1. The catalyst class is: 266.